From a dataset of Forward reaction prediction with 1.9M reactions from USPTO patents (1976-2016). Predict the product of the given reaction. (1) Given the reactants [F:1][C:2]([F:19])([F:18])[C:3]1[CH:4]=[C:5](/[CH:9]=[N:10]/[C:11](=[O:17])[O:12][C:13]([CH3:16])([CH3:15])[CH3:14])[CH:6]=[CH:7][CH:8]=1.C(N(CC)C(C)C)(C)C.[N+:29]([CH3:32])([O-:31])=[O:30], predict the reaction product. The product is: [N+:29]([CH2:32][CH:9]([NH:10][C:11](=[O:17])[O:12][C:13]([CH3:16])([CH3:14])[CH3:15])[C:5]1[CH:6]=[CH:7][CH:8]=[C:3]([C:2]([F:18])([F:19])[F:1])[CH:4]=1)([O-:31])=[O:30]. (2) Given the reactants [O:1]=[CH:2][C:3]1[CH:11]=[CH:10][C:7]([O:8][CH3:9])=[C:5]([OH:6])[CH:4]=1.[CH3:12][CH:13]1[O:17]C(=O)[O:15][C:14]1=O.C(=O)=[O:21], predict the reaction product. The product is: [C:14]([C:4]1[C:5]([OH:6])=[C:7]([O:8][CH3:9])[CH:10]=[CH:11][C:3]=1[C:2]([OH:21])=[O:1])(=[O:15])[CH:13]([CH3:12])[OH:17]. (3) The product is: [C:56]([S:63][C@@H:35]([C:51]1[S:55][CH:54]=[N:53][CH:52]=1)[CH2:36][C@H:37]1[CH2:41][O:40][C:39]([CH3:43])([CH3:42])[N:38]1[C:44]([O:46][C:47]([CH3:50])([CH3:49])[CH3:48])=[O:45])(=[O:64])[C:57]1[CH:62]=[CH:61][CH:60]=[CH:59][CH:58]=1. Given the reactants C1(P(C2C=CC=CC=2)C2C=CC=CC=2)C=CC=CC=1.CC(OC(/N=N/C(OC(C)C)=O)=O)C.O[C@H:35]([C:51]1[S:55][CH:54]=[N:53][CH:52]=1)[CH2:36][C@H:37]1[CH2:41][O:40][C:39]([CH3:43])([CH3:42])[N:38]1[C:44]([O:46][C:47]([CH3:50])([CH3:49])[CH3:48])=[O:45].[C:56]([OH:64])(=[S:63])[C:57]1[CH:62]=[CH:61][CH:60]=[CH:59][CH:58]=1, predict the reaction product. (4) The product is: [CH3:60][O:61][C:62]1[CH:63]=[CH:64][C:65]([CH2:66][N:67]2[C@@H:76]([C@@H:77]([OH:89])[C@@H:78]([NH:88][C:11](=[O:12])[C@@H:10]([N:7]3[CH2:8][CH2:9][C@:5]([NH:4][C:1](=[O:3])[CH3:2])([C@@H:23]([CH2:25][CH3:26])[CH3:24])[C:6]3=[O:22])[CH2:14][CH2:15][C:16]3[CH:17]=[CH:18][CH:19]=[CH:20][CH:21]=3)[CH2:79][C:80]3[CH:85]=[C:84]([F:86])[CH:83]=[C:82]([F:87])[CH:81]=3)[CH2:75][C:74]3[C:69](=[CH:70][CH:71]=[CH:72][CH:73]=3)[CH2:68]2)=[CH:90][CH:91]=1. Given the reactants [C:1]([NH:4][C@:5]1([C@@H:23]([CH2:25][CH3:26])[CH3:24])[CH2:9][CH2:8][N:7]([C@@H:10]([CH2:14][CH2:15][C:16]2[CH:21]=[CH:20][CH:19]=[CH:18][CH:17]=2)[C:11](O)=[O:12])[C:6]1=[O:22])(=[O:3])[CH3:2].CCN(C(C)C)C(C)C.CN(C(ON1N=NC2C=CC=NC1=2)=[N+](C)C)C.F[P-](F)(F)(F)(F)F.[CH3:60][O:61][C:62]1[CH:91]=[CH:90][C:65]([CH2:66][N:67]2[C@@H:76]([C@@H:77]([OH:89])[C@@H:78]([NH2:88])[CH2:79][C:80]3[CH:85]=[C:84]([F:86])[CH:83]=[C:82]([F:87])[CH:81]=3)[CH2:75][C:74]3[C:69](=[CH:70][CH:71]=[CH:72][CH:73]=3)[CH2:68]2)=[CH:64][CH:63]=1, predict the reaction product. (5) Given the reactants Cl[C:2]1[N:7]=[C:6]([C:8]2[CH:9]=[C:10]([CH:21]=[CH:22][CH:23]=2)[CH2:11][NH:12][CH2:13][CH2:14][C:15]2[CH:20]=[CH:19][N:18]=[CH:17][CH:16]=2)[CH:5]=[CH:4][N:3]=1.[NH2:24][CH2:25][CH2:26][C:27]1[CH:32]=[CH:31][C:30]([OH:33])=[C:29]([Cl:34])[CH:28]=1, predict the reaction product. The product is: [Cl:34][C:29]1[CH:28]=[C:27]([CH2:26][CH2:25][NH:24][C:2]2[N:7]=[C:6]([C:8]3[CH:23]=[CH:22][CH:21]=[C:10]([CH2:11][NH:12][CH2:13][CH2:14][C:15]4[CH:20]=[CH:19][N:18]=[CH:17][CH:16]=4)[CH:9]=3)[CH:5]=[CH:4][N:3]=2)[CH:32]=[CH:31][C:30]=1[OH:33]. (6) Given the reactants Br[C:2]1[CH:3]=[CH:4][C:5]2[N:6]([N:8]=[CH:9][C:10]=2[C:11]([O:13]C)=[O:12])[CH:7]=1.C1C=CC(P(C2C(C3C(P(C4C=CC=CC=4)C4C=CC=CC=4)=CC=C4C=3C=CC=C4)=C3C(C=CC=C3)=CC=2)C2C=CC=CC=2)=CC=1.C(=O)([O-])[O-].[Cs+].[Cs+].[NH:67]1[CH2:72][CH2:71][O:70][CH2:69][CH2:68]1.[Li+].[OH-].C(O)(C(F)(F)F)=O, predict the reaction product. The product is: [O:70]1[CH2:71][CH2:72][N:67]([C:2]2[CH:3]=[CH:4][C:5]3[N:6]([N:8]=[CH:9][C:10]=3[C:11]([OH:13])=[O:12])[CH:7]=2)[CH2:68][CH2:69]1. (7) Given the reactants [CH3:1][C:2]1[CH:7]=[C:6]([CH3:8])[CH:5]=[C:4]([CH3:9])[C:3]=1[S:10]([N:13]1[CH:17]=[CH:16][CH:15]=[C:14]1[CH:18]=[O:19])(=[O:12])=[O:11].[Li+].[BH4-].CO, predict the reaction product. The product is: [CH3:1][C:2]1[CH:7]=[C:6]([CH3:8])[CH:5]=[C:4]([CH3:9])[C:3]=1[S:10]([N:13]1[CH:17]=[CH:16][CH:15]=[C:14]1[CH2:18][OH:19])(=[O:12])=[O:11]. (8) Given the reactants Br[C:2]1[CH:3]=[C:4]([NH:13][C:14](=[O:25])[C:15]2[CH:20]=[CH:19][C:18]([O:21][CH3:22])=[C:17]([O:23][CH3:24])[CH:16]=2)[CH:5]=[CH:6][C:7]=1[C:8]([C:11]#[N:12])([CH3:10])[CH3:9].[NH:26]1[CH2:31][CH2:30][O:29][CH2:28][CH2:27]1.CC(C)([O-])C.[K+].C1C=CC(P(C2C=CC3C(=CC=CC=3)C=2C2C3C(=CC=CC=3)C=CC=2P(C2C=CC=CC=2)C2C=CC=CC=2)C2C=CC=CC=2)=CC=1, predict the reaction product. The product is: [C:11]([C:8]([CH3:10])([CH3:9])[C:7]1[CH:6]=[CH:5][C:4]([NH:13][C:14](=[O:25])[C:15]2[CH:20]=[CH:19][C:18]([O:21][CH3:22])=[C:17]([O:23][CH3:24])[CH:16]=2)=[CH:3][C:2]=1[N:26]1[CH2:31][CH2:30][O:29][CH2:28][CH2:27]1)#[N:12].